This data is from Reaction yield outcomes from USPTO patents with 853,638 reactions. The task is: Predict the reaction yield, written as a fraction of the theoretical maximum amount of product (1.0 means a 100% yield; for example, 0.34 means a 34% yield). (1) The reactants are [CH:1]([S:3]([N:6]1[CH2:11][CH2:10][CH:9]([NH:12][C:13]([C:15]2[C:19]([NH:20][C:21](=[O:30])[C:22]3[C:27]([Cl:28])=[CH:26][CH:25]=[CH:24][C:23]=3[Cl:29])=[CH:18][NH:17][N:16]=2)=[O:14])[CH2:8][CH2:7]1)(=[O:5])=[O:4])=[CH2:2].[CH3:31][NH:32][CH3:33]. The yield is 0.270. No catalyst specified. The product is [CH3:31][N:32]([CH3:33])[CH2:2][CH2:1][S:3]([N:6]1[CH2:11][CH2:10][CH:9]([NH:12][C:13]([C:15]2[C:19]([NH:20][C:21](=[O:30])[C:22]3[C:27]([Cl:28])=[CH:26][CH:25]=[CH:24][C:23]=3[Cl:29])=[CH:18][NH:17][N:16]=2)=[O:14])[CH2:8][CH2:7]1)(=[O:4])=[O:5]. (2) The reactants are [CH3:1][O:2][C:3]1[CH:4]=[C:5]([P:12](Cl)(Cl)=[O:13])[CH:6]=[CH:7][C:8]=1[N+:9]([O-:11])=[O:10].[CH:16]([Mg]Br)=[CH2:17].[CH2:20]1COC[CH2:21]1. No catalyst specified. The product is [CH:20]([P:12](=[O:13])([CH:16]=[CH2:17])[C:5]1[CH:6]=[CH:7][C:8]([N+:9]([O-:11])=[O:10])=[C:3]([O:2][CH3:1])[CH:4]=1)=[CH2:21]. The yield is 0.750. (3) The reactants are [Cl:1][C:2]1[CH:7]=[CH:6][CH:5]=[C:4]([Cl:8])[C:3]=1[N:9]1[C:13]([CH2:14][OH:15])=[C:12]([CH:16]([CH3:18])[CH3:17])[CH:11]=[N:10]1.F[C:20]1[CH:27]=[CH:26][C:23]([C:24]#[N:25])=[C:22]([CH3:28])[CH:21]=1.C(=O)([O-])[O-].[Cs+].[Cs+]. The catalyst is CN(C=O)C. The product is [Cl:8][C:4]1[CH:5]=[CH:6][CH:7]=[C:2]([Cl:1])[C:3]=1[N:9]1[C:13]([CH2:14][O:15][C:20]2[CH:27]=[CH:26][C:23]([C:24]#[N:25])=[C:22]([CH3:28])[CH:21]=2)=[C:12]([CH:16]([CH3:18])[CH3:17])[CH:11]=[N:10]1. The yield is 0.610.